From a dataset of Full USPTO retrosynthesis dataset with 1.9M reactions from patents (1976-2016). Predict the reactants needed to synthesize the given product. (1) Given the product [Cl:1][C:2]1[CH:7]=[C:6]([C@@H:8]2[O:9][CH:13]=[N:12][C@H:14]2[C:15]([N:17]2[CH2:21][CH:20]=[CH:19][CH2:18]2)=[O:16])[CH:5]=[CH:4][N:3]=1, predict the reactants needed to synthesize it. The reactants are: [Cl:1][C:2]1[CH:7]=[C:6]([CH:8]=[O:9])[CH:5]=[CH:4][N:3]=1.[OH-].[K+].[N+:12]([CH2:14][C:15]([N:17]1[CH2:21][CH:20]=[CH:19][CH2:18]1)=[O:16])#[C-:13]. (2) Given the product [O-:13][S:11]([C:14]([F:17])([F:16])[F:15])(=[O:12])=[O:10].[CH2:2]([N+:4]1([CH3:9])[CH2:8][CH2:7][CH2:6][CH2:5]1)[CH3:3], predict the reactants needed to synthesize it. The reactants are: [Br-].[CH2:2]([N+:4]1([CH3:9])[CH2:8][CH2:7][CH2:6][CH2:5]1)[CH3:3].[O:10]([Si](C)(C)C)[S:11]([C:14]([F:17])([F:16])[F:15])(=[O:13])=[O:12]. (3) The reactants are: [H-].[Na+].[CH3:3][O:4][C:5](=[O:20])[CH:6]([N:11]=CC1C=CC([Cl:19])=CC=1)[CH2:7][CH2:8][S:9][CH3:10].[C:21]([C:23]1[CH:24]=[C:25]([CH:28]=[CH:29][CH:30]=1)[CH2:26]Br)#[N:22].Cl. Given the product [ClH:19].[CH3:3][O:4][C:5](=[O:20])[C:6]([NH2:11])([CH2:26][C:25]1[CH:28]=[CH:29][CH:30]=[C:23]([C:21]#[N:22])[CH:24]=1)[CH2:7][CH2:8][S:9][CH3:10], predict the reactants needed to synthesize it.